Dataset: CYP2C9 inhibition data for predicting drug metabolism from PubChem BioAssay. Task: Regression/Classification. Given a drug SMILES string, predict its absorption, distribution, metabolism, or excretion properties. Task type varies by dataset: regression for continuous measurements (e.g., permeability, clearance, half-life) or binary classification for categorical outcomes (e.g., BBB penetration, CYP inhibition). Dataset: cyp2c9_veith. (1) The molecule is N=C(N)SCCc1cccc(CCSC(=N)N)c1. The result is 0 (non-inhibitor). (2) The drug is O=C(c1ccco1)N1CCC2(CCN(Cc3ccccc3)CC2)CC1. The result is 0 (non-inhibitor).